Dataset: Full USPTO retrosynthesis dataset with 1.9M reactions from patents (1976-2016). Task: Predict the reactants needed to synthesize the given product. (1) Given the product [C:14]([N:13]=[C:16]([NH2:17])[NH:12][C:5]1[CH:6]=[C:7]2[C:11](=[C:3]([I:2])[CH:4]=1)[NH:10][CH:9]=[CH:8]2)#[N:15], predict the reactants needed to synthesize it. The reactants are: Cl.[I:2][C:3]1[CH:4]=[C:5]([NH2:12])[CH:6]=[C:7]2[C:11]=1[NH:10][CH:9]=[CH:8]2.[N-:13]([C:16]#[N:17])[C:14]#[N:15].[Na+]. (2) Given the product [O:20]1[C:21]2[C:23](=[CH:5][C:4]([NH:1][C:25](=[O:26])[CH3:24])=[CH:13][CH:12]=2)[CH2:27][CH2:17][CH2:18]1, predict the reactants needed to synthesize it. The reactants are: [N+:1]([CH:4]1[CH2:13][C:12]2C(=CC=CC=2)O[C:5]1=O)([O-])=O.[CH]Cl.[CH3:17][C:18]([O:20][C:21]([CH3:23])=O)=O.[CH3:24][CH2:25][OH:26].[CH3:27][CH2:27][O:26][C:25]([CH3:24])=O. (3) Given the product [Br:1][C:2]1[CH:7]=[CH:6][C:5]([NH:8][C:9]2[C:10]([C:17]([NH2:23])=[O:18])=[CH:11][N:12]([CH3:16])[C:13](=[O:15])[CH:14]=2)=[C:4]([F:20])[CH:3]=1, predict the reactants needed to synthesize it. The reactants are: [Br:1][C:2]1[CH:7]=[CH:6][C:5]([NH:8][C:9]2[C:10]([C:17](O)=[O:18])=[CH:11][N:12]([CH3:16])[C:13](=[O:15])[CH:14]=2)=[C:4]([F:20])[CH:3]=1.CC[N:23]=C=NCCCN(C)C.Cl.C1C=CC2N(O)N=NC=2C=1.[NH4+].[Cl-].CCN(CC)CC. (4) Given the product [CH3:45][O:46][C:47]1[N:52]=[CH:51][C:50]([S:53]([N:10]2[CH:11]=[C:7]([C:6]3[S:5][C:4]([NH:12][C:13](=[O:15])[CH3:14])=[N:3][C:2]=3[CH3:1])[CH:8]=[N:9]2)(=[O:55])=[O:54])=[CH:49][CH:48]=1, predict the reactants needed to synthesize it. The reactants are: [CH3:1][C:2]1[N:3]=[C:4]([NH:12][C:13](=[O:15])[CH3:14])[S:5][C:6]=1[C:7]1[CH:8]=[N:9][NH:10][CH:11]=1.C(N1C=C(C2SC(NC(=O)C)=NC=2C)C=N1)C1C=CC=CC=1.C(N(CC)CC)C.[CH3:45][O:46][C:47]1[N:52]=[CH:51][C:50]([S:53](Cl)(=[O:55])=[O:54])=[CH:49][CH:48]=1.C([O-])(O)=O.[Na+]. (5) Given the product [Cl:1][C:2]1[CH:3]=[CH:4][C:5]([C:8]2[N:13]=[C:12]([O:14][CH2:26][C:25]3[CH:28]=[CH:29][C:22]([F:21])=[CH:23][CH:24]=3)[CH:11]=[C:10]([C:15]3[CH:20]=[CH:19][CH:18]=[CH:17][CH:16]=3)[N:9]=2)=[CH:6][CH:7]=1, predict the reactants needed to synthesize it. The reactants are: [Cl:1][C:2]1[CH:7]=[CH:6][C:5]([C:8]2[N:13]=[C:12]([OH:14])[CH:11]=[C:10]([C:15]3[CH:20]=[CH:19][CH:18]=[CH:17][CH:16]=3)[N:9]=2)=[CH:4][CH:3]=1.[F:21][C:22]1[CH:29]=[CH:28][C:25]([CH2:26]Br)=[CH:24][CH:23]=1. (6) Given the product [CH2:12]([O:11][C:9](=[O:10])[CH2:8][C:3]1([NH:2][C:30](=[O:31])[CH2:29][CH:28]([CH2:33][C:34]2[CH:35]=[CH:36][C:37]([C:40]3[CH:41]=[CH:42][CH:43]=[CH:44][CH:45]=3)=[CH:38][CH:39]=2)[C:27]([O:26][CH2:19][C:20]2[CH:25]=[CH:24][CH:23]=[CH:22][CH:21]=2)=[O:46])[CH2:7][CH2:6][CH2:5][CH2:4]1)[C:13]1[CH:14]=[CH:15][CH:16]=[CH:17][CH:18]=1, predict the reactants needed to synthesize it. The reactants are: Cl.[NH2:2][C:3]1([CH2:8][C:9]([O:11][CH2:12][C:13]2[CH:18]=[CH:17][CH:16]=[CH:15][CH:14]=2)=[O:10])[CH2:7][CH2:6][CH2:5][CH2:4]1.[CH2:19]([O:26][C:27](=[O:46])[CH:28]([CH2:33][C:34]1[CH:39]=[CH:38][C:37]([C:40]2[CH:45]=[CH:44][CH:43]=[CH:42][CH:41]=2)=[CH:36][CH:35]=1)[CH2:29][C:30](O)=[O:31])[C:20]1[CH:25]=[CH:24][CH:23]=[CH:22][CH:21]=1.CCN=C=NCCCN(C)C.Cl.ON1C2N=CC=CC=2N=N1.CCN(C(C)C)C(C)C. (7) Given the product [F:19][C:20]([F:33])([F:32])[S:21]([O:1][C:2]1[CH:11]=[C:10]2[C:5]([CH:6]=[CH:7][CH:8]=[N:9]2)=[CH:4][CH:3]=1)(=[O:23])=[O:22], predict the reactants needed to synthesize it. The reactants are: [OH:1][C:2]1[CH:11]=[C:10]2[C:5]([CH:6]=[CH:7][CH:8]=[N:9]2)=[CH:4][CH:3]=1.C(N(CC)CC)C.[F:19][C:20]([F:33])([F:32])[S:21](O[S:21]([C:20]([F:33])([F:32])[F:19])(=[O:23])=[O:22])(=[O:23])=[O:22]. (8) The reactants are: [C:1]([CH2:3][C:4]([NH:27][S@@:28]([C:30]([CH3:33])([CH3:32])[CH3:31])=[O:29])([C:16]1[CH:21]=[CH:20][CH:19]=[C:18]([O:22]C(F)(F)F)[CH:17]=1)[C:5]1[CH:10]=[CH:9][CH:8]=[C:7]([O:11][C:12]([F:15])([F:14])[F:13])[CH:6]=1)#[N:2].[NH2:34][OH:35].CO.C(O)([C:40]([F:43])([F:42])[F:41])=O. Given the product [OH:35][N:34]=[C:1]([NH2:2])[CH2:3][C:4]([NH:27][S:28]([C:30]([CH3:33])([CH3:32])[CH3:31])=[O:29])([C:16]1[CH:21]=[CH:20][CH:19]=[C:18]([O:22][C:40]([F:41])([F:42])[F:43])[CH:17]=1)[C:5]1[CH:10]=[CH:9][CH:8]=[C:7]([O:11][C:12]([F:13])([F:15])[F:14])[CH:6]=1, predict the reactants needed to synthesize it. (9) Given the product [CH3:19][O:18][C:17]1[CH:16]=[C:15]([CH:23]=[CH:22][C:20]=1[O:21][CH2:2][C:3]1[CH:12]=[CH:11][C:10]2[C:5](=[CH:6][CH:7]=[CH:8][CH:9]=2)[CH:4]=1)[CH:14]=[O:13], predict the reactants needed to synthesize it. The reactants are: Br[CH2:2][C:3]1[CH:12]=[CH:11][C:10]2[C:5](=[CH:6][CH:7]=[CH:8][CH:9]=2)[CH:4]=1.[O:13]=[CH:14][C:15]1[CH:23]=[CH:22][C:20]([OH:21])=[C:17]([O:18][CH3:19])[CH:16]=1.C(=O)([O-])[O-].[K+].[K+]. (10) The reactants are: [CH:1]1([CH:4]([C:11]2[CH:16]=[CH:15][CH:14]=[C:13]([CH2:17][O:18][C:19]3[CH:24]=[CH:23][C:22]([C:25]4[CH:30]=[C:29]([O:31][CH3:32])[CH:28]=[CH:27][C:26]=4[F:33])=[C:21]([CH:34](O)[C:35]4([CH3:40])[CH2:39][CH2:38][CH2:37][CH2:36]4)[CH:20]=3)[CH:12]=2)[CH2:5][C:6]([O:8][CH2:9][CH3:10])=[O:7])[CH2:3][CH2:2]1.S(Cl)([Cl:44])=O. Given the product [Cl:44][CH:34]([C:35]1([CH3:40])[CH2:39][CH2:38][CH2:37][CH2:36]1)[C:21]1[CH:20]=[C:19]([O:18][CH2:17][C:13]2[CH:12]=[C:11]([CH:4]([CH:1]3[CH2:3][CH2:2]3)[CH2:5][C:6]([O:8][CH2:9][CH3:10])=[O:7])[CH:16]=[CH:15][CH:14]=2)[CH:24]=[CH:23][C:22]=1[C:25]1[CH:30]=[C:29]([O:31][CH3:32])[CH:28]=[CH:27][C:26]=1[F:33], predict the reactants needed to synthesize it.